This data is from Reaction yield outcomes from USPTO patents with 853,638 reactions. The task is: Predict the reaction yield, written as a fraction of the theoretical maximum amount of product (1.0 means a 100% yield; for example, 0.34 means a 34% yield). (1) The catalyst is C1COCC1. The reactants are O=[C:2]1[NH:7][CH2:6][CH2:5][NH:4][CH:3]1[CH2:8][C:9](OC)=[O:10].[H-].[H-].[H-].[H-].[Li+].[Al+3]. The product is [NH:4]1[CH2:5][CH2:6][NH:7][CH2:2][CH:3]1[CH2:8][CH2:9][OH:10]. The yield is 0.490. (2) The reactants are [O:1]1[C:5]2[CH:6]=[CH:7][C:8]([CH2:10][C:11]#N)=[CH:9][C:4]=2[O:3][CH2:2]1.Br[CH2:14][CH2:15]Cl.[OH-:17].[Na+].[OH2:19]. The catalyst is [Cl-].C([N+](CC)(CC)CC)C1C=CC=CC=1. The product is [O:1]1[C:5]2[CH:6]=[CH:7][C:8]([C:10]3([C:11]([OH:19])=[O:17])[CH2:15][CH2:14]3)=[CH:9][C:4]=2[O:3][CH2:2]1. The yield is 0.800. (3) The yield is 0.460. The product is [F:41][C:24]1[N:23]2[C:19]([CH:11]([O:12][C:13]3[CH:18]=[CH:17][CH:16]=[CH:15][CH:14]=3)[CH2:10][CH2:9][OH:8])=[N:20][N:21]=[C:22]2[CH:27]=[C:26]([C:28]2[CH:33]=[CH:32][N:31]=[C:30]([NH:34][C:35]3[N:36]([CH3:40])[N:37]=[CH:38][CH:39]=3)[N:29]=2)[CH:25]=1. The catalyst is C(Cl)Cl. The reactants are [Si]([O:8][CH2:9][CH2:10][CH:11]([C:19]1[N:23]2[C:24]([F:41])=[CH:25][C:26]([C:28]3[CH:33]=[CH:32][N:31]=[C:30]([NH:34][C:35]4[N:36]([CH3:40])[N:37]=[CH:38][CH:39]=4)[N:29]=3)=[CH:27][C:22]2=[N:21][N:20]=1)[O:12][C:13]1[CH:18]=[CH:17][CH:16]=[CH:15][CH:14]=1)(C(C)(C)C)(C)C.B(F)(F)F.CCOCC. (4) The reactants are [F:1][C:2]1[CH:7]=[C:6]([NH2:8])[CH:5]=[CH:4][C:3]=1[NH:9][C:10]1[CH:15]=[CH:14][N:13]=[C:12]2[CH:16]=[C:17]([C:19]3[N:20]=[CH:21][N:22]([CH3:24])[CH:23]=3)[S:18][C:11]=12.[C:25]1([CH2:31][C:32]([N:34]=[C:35]=[S:36])=[O:33])[CH:30]=[CH:29][CH:28]=[CH:27][CH:26]=1. The catalyst is C1(C)C=CC=CC=1.C(O)C. The product is [F:1][C:2]1[CH:7]=[C:6]([NH:8][C:35]([NH:34][C:32](=[O:33])[CH2:31][C:25]2[CH:26]=[CH:27][CH:28]=[CH:29][CH:30]=2)=[S:36])[CH:5]=[CH:4][C:3]=1[NH:9][C:10]1[CH:15]=[CH:14][N:13]=[C:12]2[CH:16]=[C:17]([C:19]3[N:20]=[CH:21][N:22]([CH3:24])[CH:23]=3)[S:18][C:11]=12. The yield is 0.600. (5) The reactants are C([N:8](CC1C=CC=CC=1)[C:9]1[N:17]=[CH:16][N:15]=[C:14]2[C:10]=1[NH:11][C:12](=[O:33])[N:13]2[C:18]1[CH:19]=[C:20]([N:24]([CH3:32])[C:25](=[O:31])[O:26][C:27]([CH3:30])([CH3:29])[CH3:28])[CH:21]=[CH:22][CH:23]=1)C1C=CC=CC=1.Cl. The catalyst is CO.[OH-].[OH-].[Pd+2]. The product is [NH2:8][C:9]1[N:17]=[CH:16][N:15]=[C:14]2[C:10]=1[NH:11][C:12](=[O:33])[N:13]2[C:18]1[CH:19]=[C:20]([N:24]([CH3:32])[C:25](=[O:31])[O:26][C:27]([CH3:29])([CH3:30])[CH3:28])[CH:21]=[CH:22][CH:23]=1. The yield is 0.950. (6) The reactants are [Br:1][C:2]1[C:7]([OH:8])=[CH:6][CH:5]=[CH:4][N:3]=1.[H-].[Na+].I[CH3:12].O. The catalyst is CN(C=O)C. The product is [Br:1][C:2]1[C:7]([O:8][CH3:12])=[CH:6][CH:5]=[CH:4][N:3]=1. The yield is 0.650.